The task is: Regression. Given two drug SMILES strings and cell line genomic features, predict the synergy score measuring deviation from expected non-interaction effect.. This data is from NCI-60 drug combinations with 297,098 pairs across 59 cell lines. (1) Drug 1: COC1=CC(=CC(=C1O)OC)C2C3C(COC3=O)C(C4=CC5=C(C=C24)OCO5)OC6C(C(C7C(O6)COC(O7)C8=CC=CS8)O)O. Drug 2: CN(C(=O)NC(C=O)C(C(C(CO)O)O)O)N=O. Cell line: SNB-75. Synergy scores: CSS=25.7, Synergy_ZIP=-8.18, Synergy_Bliss=-0.628, Synergy_Loewe=-13.7, Synergy_HSA=0.192. (2) Drug 1: CC1=C(C(=O)C2=C(C1=O)N3CC4C(C3(C2COC(=O)N)OC)N4)N. Drug 2: C1C(C(OC1N2C=NC3=C2NC=NCC3O)CO)O. Cell line: SW-620. Synergy scores: CSS=0.312, Synergy_ZIP=-0.346, Synergy_Bliss=-2.42, Synergy_Loewe=-2.77, Synergy_HSA=-2.55. (3) Drug 1: CCCS(=O)(=O)NC1=C(C(=C(C=C1)F)C(=O)C2=CNC3=C2C=C(C=N3)C4=CC=C(C=C4)Cl)F. Drug 2: CC(C)(C#N)C1=CC(=CC(=C1)CN2C=NC=N2)C(C)(C)C#N. Cell line: MCF7. Synergy scores: CSS=4.64, Synergy_ZIP=0.498, Synergy_Bliss=0.0557, Synergy_Loewe=-2.10, Synergy_HSA=-1.23.